Dataset: Catalyst prediction with 721,799 reactions and 888 catalyst types from USPTO. Task: Predict which catalyst facilitates the given reaction. (1) The catalyst class is: 161. Reactant: [O:1]=[C:2]1[CH:7]=[C:6]([O:8][CH:9]2[CH2:14][CH2:13][N:12]([C:15]([O:17][C:18]([CH3:21])([CH3:20])[CH3:19])=[O:16])[CH2:11][CH2:10]2)[CH:5]=[CH:4][NH:3]1.CN(C=O)C.[H-].[Na+].[F:29][C:30]1[CH:31]=[C:32]([CH:35]=[CH:36][C:37]=1F)[C:33]#[N:34]. Product: [C:33]([C:32]1[CH:35]=[CH:36][C:37]([N:3]2[CH:4]=[CH:5][C:6]([O:8][CH:9]3[CH2:14][CH2:13][N:12]([C:15]([O:17][C:18]([CH3:21])([CH3:20])[CH3:19])=[O:16])[CH2:11][CH2:10]3)=[CH:7][C:2]2=[O:1])=[C:30]([F:29])[CH:31]=1)#[N:34]. (2) Reactant: [F:1][C:2]1[CH:7]=[CH:6][C:5]([C:8]2[CH:9]=[CH:10][C:11]3[N:12]([C:14]([S:17][C:18]4[CH:27]=[CH:26][C:21]5[N:22]=[C:23]([NH2:25])[S:24][C:20]=5[CH:19]=4)=[N:15][N:16]=3)[CH:13]=2)=[CH:4][CH:3]=1.[CH:28]1([C:31](Cl)=[O:32])[CH2:30][CH2:29]1. Product: [F:1][C:2]1[CH:7]=[CH:6][C:5]([C:8]2[CH:9]=[CH:10][C:11]3[N:12]([C:14]([S:17][C:18]4[CH:27]=[CH:26][C:21]5[N:22]=[C:23]([NH:25][C:31]([CH:28]6[CH2:30][CH2:29]6)=[O:32])[S:24][C:20]=5[CH:19]=4)=[N:15][N:16]=3)[CH:13]=2)=[CH:4][CH:3]=1. The catalyst class is: 17. (3) Reactant: [NH2:1][C:2]([NH2:4])=[S:3].Br[CH:6]([C:10]1[CH:15]=[CH:14][C:13]([Cl:16])=[C:12]([S:17]([CH3:20])(=[O:19])=[O:18])[CH:11]=1)[C:7]([CH3:9])=O. Product: [Cl:16][C:13]1[CH:14]=[CH:15][C:10]([C:6]2[S:3][C:2]([NH2:4])=[N:1][C:7]=2[CH3:9])=[CH:11][C:12]=1[S:17]([CH3:20])(=[O:18])=[O:19]. The catalyst class is: 8. (4) Reactant: [F:1][CH:2]([CH3:25])[CH2:3][O:4][C:5]1[C:10]([NH:11][C:12]2[C:13]3[C:20]([CH3:21])=[C:19]([C:22]([OH:24])=O)[S:18][C:14]=3[N:15]=[CH:16][N:17]=2)=[CH:9][CH:8]=[CH:7][N:6]=1.CN(C(ON1N=NC2C=CC=NC1=2)=[N+](C)C)C.F[P-](F)(F)(F)(F)F.CCN(C(C)C)C(C)C.[CH2:59]([CH2:61][NH2:62])[OH:60]. Product: [F:1][CH:2]([CH3:25])[CH2:3][O:4][C:5]1[C:10]([NH:11][C:12]2[C:13]3[C:20]([CH3:21])=[C:19]([C:22]([NH:62][CH2:61][CH2:59][OH:60])=[O:24])[S:18][C:14]=3[N:15]=[CH:16][N:17]=2)=[CH:9][CH:8]=[CH:7][N:6]=1. The catalyst class is: 3.